Predict the product of the given reaction. From a dataset of Forward reaction prediction with 1.9M reactions from USPTO patents (1976-2016). (1) Given the reactants C[O:2][C:3](=[O:32])[CH:4]([CH2:9][CH2:10][S:11][C:12]1[C:17]([F:18])=[CH:16][C:15]([F:19])=[CH:14][C:13]=1[C:20]1[CH:25]=[CH:24][CH:23]=[C:22]([O:26][CH:27]2[CH2:31][CH2:30][CH2:29][CH2:28]2)[CH:21]=1)C(OC)=O.[OH-].[K+], predict the reaction product. The product is: [CH:27]1([O:26][C:22]2[CH:21]=[C:20]([C:13]3[CH:14]=[C:15]([F:19])[CH:16]=[C:17]([F:18])[C:12]=3[S:11][CH2:10][CH2:9][CH2:4][C:3]([OH:32])=[O:2])[CH:25]=[CH:24][CH:23]=2)[CH2:28][CH2:29][CH2:30][CH2:31]1. (2) Given the reactants [OH:1][C:2]1[CH:7]=[CH:6][C:5]([C:8](=[C:24]2[CH2:29][CH2:28][S:27][CH2:26][CH2:25]2)[C:9]2[CH:14]=[CH:13][C:12](/[CH:15]=[CH:16]/[C:17]([O:19]C(C)(C)C)=[O:18])=[CH:11][CH:10]=2)=[CH:4][CH:3]=1.C(O)(C(F)(F)F)=O, predict the reaction product. The product is: [OH:1][C:2]1[CH:3]=[CH:4][C:5]([C:8](=[C:24]2[CH2:25][CH2:26][S:27][CH2:28][CH2:29]2)[C:9]2[CH:14]=[CH:13][C:12](/[CH:15]=[CH:16]/[C:17]([OH:19])=[O:18])=[CH:11][CH:10]=2)=[CH:6][CH:7]=1. (3) Given the reactants [CH3:1][S:2][C:3]1[S:7][C:6]2=[N:8][C:9]([C:11]([O:13]CC)=[O:12])=[CH:10][N:5]2[N:4]=1.[BrH:16], predict the reaction product. The product is: [BrH:16].[CH3:1][S:2][C:3]1[S:7][C:6]2=[N:8][C:9]([C:11]([OH:13])=[O:12])=[CH:10][N:5]2[N:4]=1. (4) The product is: [I:13][C:7]1[C:2]([CH3:1])=[N:3][C:4]2[N:5]([N:9]=[CH:10][N:11]=2)[C:6]=1[NH2:8]. Given the reactants [CH3:1][C:2]1[CH:7]=[C:6]([NH2:8])[N:5]2[N:9]=[CH:10][N:11]=[C:4]2[N:3]=1.[Na+].[I-:13].CC1C=CC(S([N-]Cl)(=O)=O)=CC=1.O.O.O.[Na+], predict the reaction product.